Task: Predict the reaction yield, written as a fraction of the theoretical maximum amount of product (1.0 means a 100% yield; for example, 0.34 means a 34% yield).. Dataset: Reaction yield outcomes from USPTO patents with 853,638 reactions (1) The reactants are [F:1][C:2]1[CH:7]=[CH:6][C:5]([C:8](=O)[CH2:9][C:10](=O)[C:11]([F:14])([F:13])[F:12])=[CH:4][CH:3]=1.[NH2:17][C:18]1[C:22]([C:23]#[N:24])=[CH:21][NH:20][N:19]=1. No catalyst specified. The product is [F:1][C:2]1[CH:7]=[CH:6][C:5]([C:8]2[CH:9]=[C:10]([C:11]([F:14])([F:13])[F:12])[N:19]3[N:20]=[CH:21][C:22]([C:23]#[N:24])=[C:18]3[N:17]=2)=[CH:4][CH:3]=1. The yield is 0.390. (2) The reactants are C([O:8][C:9]1[CH:10]=[CH:11][C:12]2[C:13]3[N:21]=[C:20]([Br:22])[CH:19]=[C:18]([C:23]([O:25][CH3:26])=[O:24])[C:14]=3[NH:15][C:16]=2[CH:17]=1)C1C=CC=CC=1. The catalyst is C(O)(C(F)(F)F)=O.CCOC(C)=O.CCCCCC. The product is [Br:22][C:20]1[CH:19]=[C:18]([C:23]([O:25][CH3:26])=[O:24])[C:14]2[NH:15][C:16]3[CH:17]=[C:9]([OH:8])[CH:10]=[CH:11][C:12]=3[C:13]=2[N:21]=1. The yield is 0.510. (3) The reactants are [F:1][C:2]1[CH:7]=[CH:6][C:5]([N:8]2[CH2:13][CH2:12][N:11]([S:14]([C:17]3[S:21][C:20]([N:22]4[CH2:26][CH2:25][CH2:24][CH:23]4[C:27](O)=[O:28])=[CH:19][CH:18]=3)(=[O:16])=[O:15])[C@H:10]([CH3:30])[CH2:9]2)=[C:4]([C:31]([F:34])([F:33])[F:32])[CH:3]=1.C1N=C[N:37](C(N2C=NC=C2)=O)C=1.[NH4+].[OH-].Cl. The catalyst is C1COCC1.C(OCC)(=O)C. The product is [F:1][C:2]1[CH:7]=[CH:6][C:5]([N:8]2[CH2:13][CH2:12][N:11]([S:14]([C:17]3[S:21][C:20]([N:22]4[CH2:26][CH2:25][CH2:24][CH:23]4[C:27]([NH2:37])=[O:28])=[CH:19][CH:18]=3)(=[O:16])=[O:15])[C@H:10]([CH3:30])[CH2:9]2)=[C:4]([C:31]([F:33])([F:32])[F:34])[CH:3]=1. The yield is 0.310. (4) The reactants are Cl[C:2]1[N:7]=[C:6]([Cl:8])[CH:5]=[C:4]([CH3:9])[N:3]=1.[CH3:10][S:11]([N:14]1[CH2:19][CH2:18][NH:17][CH2:16][CH2:15]1)(=[O:13])=[O:12]. No catalyst specified. The product is [Cl:8][C:6]1[CH:5]=[C:4]([CH3:9])[N:3]=[C:2]([N:17]2[CH2:18][CH2:19][N:14]([S:11]([CH3:10])(=[O:13])=[O:12])[CH2:15][CH2:16]2)[N:7]=1. The yield is 0.410. (5) The reactants are [CH3:1][O:2][C:3](=[O:44])[CH:4]([C:6]1[CH:11]=[CH:10][CH:9]=[CH:8][C:7]=1[C:12]#[C:13][C:14]1[C:19]([C:20]([F:23])([F:22])[F:21])=[CH:18][N:17]=[C:16]([NH:24][C:25]2[CH:30]=[CH:29][C:28]([CH:31]3[CH2:36][CH2:35][N:34]([C:37]([O:39][C:40]([CH3:43])([CH3:42])[CH3:41])=[O:38])[CH2:33][CH2:32]3)=[CH:27][CH:26]=2)[N:15]=1)[CH3:5]. The catalyst is CCOC(C)=O.CN(C=O)C.[Pd]. The product is [CH3:1][O:2][C:3](=[O:44])[CH:4]([C:6]1[CH:11]=[CH:10][CH:9]=[CH:8][C:7]=1[CH2:12][CH2:13][C:14]1[C:19]([C:20]([F:22])([F:23])[F:21])=[CH:18][N:17]=[C:16]([NH:24][C:25]2[CH:30]=[CH:29][C:28]([CH:31]3[CH2:36][CH2:35][N:34]([C:37]([O:39][C:40]([CH3:41])([CH3:43])[CH3:42])=[O:38])[CH2:33][CH2:32]3)=[CH:27][CH:26]=2)[N:15]=1)[CH3:5]. The yield is 0.770. (6) The reactants are [Br:1][C:2]1[CH:7]=[CH:6][C:5]([Cl:8])=[C:4]([CH3:9])[C:3]=1[Cl:10].[Br:11]N1C(=O)CCC1=O. The catalyst is C(Cl)(Cl)(Cl)Cl.C(OOC(=O)C1C=CC=CC=1)(=O)C1C=CC=CC=1. The product is [Br:1][C:2]1[CH:7]=[CH:6][C:5]([Cl:8])=[C:4]([CH2:9][Br:11])[C:3]=1[Cl:10]. The yield is 0.970. (7) The reactants are CCN(C(C)C)C(C)C.[Cl:10][C:11]1[CH:12]=[CH:13][C:14]2[N:15]=[CH:16][N:17]=[C:18](OC3CCOCC3)[C:19]=2[N:20]=1.[C:28]([O:32][C:33]([N:35]1[CH2:40][CH2:39][CH:38]([NH2:41])[CH2:37][CH2:36]1)=[O:34])([CH3:31])([CH3:30])[CH3:29]. The catalyst is O1CCOCC1. The product is [Cl:10][C:11]1[CH:12]=[CH:13][C:14]2[N:15]=[CH:16][N:17]=[C:18]([NH:41][CH:38]3[CH2:37][CH2:36][N:35]([C:33]([O:32][C:28]([CH3:31])([CH3:30])[CH3:29])=[O:34])[CH2:40][CH2:39]3)[C:19]=2[N:20]=1. The yield is 0.960. (8) The reactants are [CH2:1]([O:3][C:4]([C:6]1[C:7]2[O:14][C:13]([C:15]([O:17][CH2:18][C:19]3[CH:24]=[CH:23][CH:22]=[CH:21][CH:20]=3)=[O:16])=[C:12](OS(C(F)(F)F)(=O)=O)[C:8]=2[CH:9]=[N:10][CH:11]=1)=[O:5])[CH3:2].[F:33][C:34]1[CH:39]=[C:38]([Si:40]([CH3:43])([CH3:42])[CH3:41])[CH:37]=[CH:36][C:35]=1[NH2:44].P([O-])([O-])([O-])=O.[K+].[K+].[K+].CC1(C)C2C(=C(P(C3C=CC=CC=3)C3C=CC=CC=3)C=CC=2)OC2C(P(C3C=CC=CC=3)C3C=CC=CC=3)=CC=CC1=2. The catalyst is C1(C)C=CC=CC=1.C1C=CC(/C=C/C(/C=C/C2C=CC=CC=2)=O)=CC=1.C1C=CC(/C=C/C(/C=C/C2C=CC=CC=2)=O)=CC=1.C1C=CC(/C=C/C(/C=C/C2C=CC=CC=2)=O)=CC=1.[Pd].[Pd]. The product is [CH2:1]([O:3][C:4]([C:6]1[C:7]2[O:14][C:13]([C:15]([O:17][CH2:18][C:19]3[CH:20]=[CH:21][CH:22]=[CH:23][CH:24]=3)=[O:16])=[C:12]([NH:44][C:35]3[CH:36]=[CH:37][C:38]([Si:40]([CH3:42])([CH3:41])[CH3:43])=[CH:39][C:34]=3[F:33])[C:8]=2[CH:9]=[N:10][CH:11]=1)=[O:5])[CH3:2]. The yield is 0.510. (9) The reactants are [Cl:1][C:2]1[C:7]([CH3:8])=[CH:6][C:5]([NH:9][CH:10]2[CH2:15][CH2:14][N:13]([C@H:16]3[CH2:21][CH2:20][C@@H:19]([O:22][CH3:23])[CH2:18][CH2:17]3)[CH2:12][CH2:11]2)=[C:4]([N+:24]([O-])=O)[CH:3]=1.O.NN. The catalyst is C(O)C.[Ni]. The product is [NH2:24][C:4]1[CH:3]=[C:2]([Cl:1])[C:7]([CH3:8])=[CH:6][C:5]=1[NH:9][CH:10]1[CH2:11][CH2:12][N:13]([C@H:16]2[CH2:21][CH2:20][C@@H:19]([O:22][CH3:23])[CH2:18][CH2:17]2)[CH2:14][CH2:15]1. The yield is 0.950. (10) The reactants are [CH:1]([O:6][CH3:7])([O:4][CH3:5])OC.CC1(C)C2(CS(O)(=O)=O)C(CC1CC2)=O.C([C:25]1[CH:30]=[CH:29][C:28]([C:31]#[C:32][C:33]2[CH:43]=[CH:42][C:36]([C:37]([O:39][CH2:40][CH3:41])=[O:38])=[CH:35][CH:34]=2)=[CH:27][CH:26]=1)=O.C(=O)([O-])O.[Na+]. The catalyst is C(Cl)(Cl)Cl.CO. The product is [CH3:7][O:6][CH:1]([O:4][CH3:5])[C:25]1[CH:26]=[CH:27][C:28]([C:31]#[C:32][C:33]2[CH:34]=[CH:35][C:36]([C:37]([O:39][CH2:40][CH3:41])=[O:38])=[CH:42][CH:43]=2)=[CH:29][CH:30]=1. The yield is 0.670.